This data is from NCI-60 drug combinations with 297,098 pairs across 59 cell lines. The task is: Regression. Given two drug SMILES strings and cell line genomic features, predict the synergy score measuring deviation from expected non-interaction effect. Drug 1: C1CC(=O)NC(=O)C1N2CC3=C(C2=O)C=CC=C3N. Cell line: HOP-92. Synergy scores: CSS=6.97, Synergy_ZIP=-4.47, Synergy_Bliss=-7.92, Synergy_Loewe=-0.441, Synergy_HSA=-4.68. Drug 2: CC1=C(C(CCC1)(C)C)C=CC(=CC=CC(=CC(=O)O)C)C.